Dataset: Full USPTO retrosynthesis dataset with 1.9M reactions from patents (1976-2016). Task: Predict the reactants needed to synthesize the given product. (1) Given the product [F:1][C:2]1[CH:7]=[C:6]([F:8])[CH:5]=[CH:4][C:3]=1[NH:9][C:10]1[CH:17]=[CH:16][C:22]2[C:12]([N:11]=1)=[CH:18][N:21]=[N:20][C:23]=2[OH:24], predict the reactants needed to synthesize it. The reactants are: [F:1][C:2]1[CH:7]=[C:6]([F:8])[CH:5]=[CH:4][C:3]=1[NH:9][C:10]1[CH:17]=[CH:16]C(C#N)=[C:12]([CH:18]=O)[N:11]=1.[NH2:20][NH2:21].[CH3:22][CH2:23][OH:24]. (2) Given the product [CH2:1]([N:3]([CH2:43][C:42]1[CH:41]=[CH:40][C:39]([O:38][CH:33]2[CH2:34][CH:35]3[N:30]([CH3:29])[CH:31]([CH2:37][CH2:36]3)[CH2:32]2)=[CH:46][CH:45]=1)[C:4]1[CH:9]=[C:8]([O:10][CH3:11])[CH:7]=[CH:6][C:5]=1[CH:12]1[CH2:21][CH2:20][C:19]2[CH:18]=[C:17]([O:22][C:23](=[O:28])[C:24]([CH3:27])([CH3:26])[CH3:25])[CH:16]=[CH:15][C:14]=2[CH2:13]1)[CH3:2], predict the reactants needed to synthesize it. The reactants are: [CH2:1]([NH:3][C:4]1[CH:9]=[C:8]([O:10][CH3:11])[CH:7]=[CH:6][C:5]=1[CH:12]1[CH2:21][CH2:20][C:19]2[CH:18]=[C:17]([O:22][C:23](=[O:28])[C:24]([CH3:27])([CH3:26])[CH3:25])[CH:16]=[CH:15][C:14]=2[CH2:13]1)[CH3:2].[CH3:29][N:30]1[CH:35]2[CH2:36][CH2:37][CH:31]1[CH2:32][CH:33]([O:38][C:39]1[CH:46]=[CH:45][C:42]([CH:43]=O)=[CH:41][CH:40]=1)[CH2:34]2.C(O[BH-](OC(=O)C)OC(=O)C)(=O)C.[Na+].N. (3) Given the product [CH3:1][CH:2]([CH3:32])[C:3]([NH:5][C:6]1[CH:11]=[CH:10][CH:9]=[C:8]([CH:12]2[CH2:13][CH2:14][N:15]([CH2:18][CH2:19][CH2:20][CH2:21][CH2:22][C:23]3[C:41]4[C:40](=[CH:39][CH:38]=[C:37]([O:36][C:35]([F:46])([F:45])[F:34])[CH:42]=4)[NH:43][C:24]=3[C:25]3[CH:30]=[CH:29][CH:28]=[CH:27][CH:26]=3)[CH2:16][CH2:17]2)[CH:7]=1)=[O:4], predict the reactants needed to synthesize it. The reactants are: [CH3:1][CH:2]([CH3:32])[C:3]([NH:5][C:6]1[CH:11]=[CH:10][CH:9]=[C:8]([CH:12]2[CH2:17][CH2:16][N:15]([CH2:18][CH2:19][CH2:20][CH2:21][CH2:22][CH2:23][C:24](=O)[C:25]3[CH:30]=[CH:29][CH:28]=[CH:27][CH:26]=3)[CH2:14][CH2:13]2)[CH:7]=1)=[O:4].Cl.[F:34][C:35]([F:46])([F:45])[O:36][C:37]1[CH:42]=[CH:41][C:40]([NH:43]N)=[CH:39][CH:38]=1. (4) Given the product [CH3:1][S:2]([N:5]1[CH2:10][CH2:9][N:8]([CH2:11][C:12]2[S:20][C:19]3[C:18]([N:21]4[CH2:26][CH2:25][O:24][CH2:23][CH2:22]4)=[N:17][C:16]([C:27]4[S:31][C:30]([NH:32][C:40](=[O:42])[CH3:41])=[N:29][CH:28]=4)=[N:15][C:14]=3[CH:13]=2)[CH2:7][CH2:6]1)(=[O:4])=[O:3], predict the reactants needed to synthesize it. The reactants are: [CH3:1][S:2]([N:5]1[CH2:10][CH2:9][N:8]([CH2:11][C:12]2[S:20][C:19]3[C:18]([N:21]4[CH2:26][CH2:25][O:24][CH2:23][CH2:22]4)=[N:17][C:16]([C:27]4[S:31][C:30]([NH2:32])=[N:29][CH:28]=4)=[N:15][C:14]=3[CH:13]=2)[CH2:7][CH2:6]1)(=[O:4])=[O:3].C(N(CC)CC)C.[C:40](Cl)(=[O:42])[CH3:41].